Task: Regression. Given two drug SMILES strings and cell line genomic features, predict the synergy score measuring deviation from expected non-interaction effect.. Dataset: NCI-60 drug combinations with 297,098 pairs across 59 cell lines (1) Drug 1: CN1CCC(CC1)COC2=C(C=C3C(=C2)N=CN=C3NC4=C(C=C(C=C4)Br)F)OC. Drug 2: C1CC(=O)NC(=O)C1N2CC3=C(C2=O)C=CC=C3N. Cell line: CAKI-1. Synergy scores: CSS=29.8, Synergy_ZIP=-10.6, Synergy_Bliss=-3.45, Synergy_Loewe=-11.3, Synergy_HSA=-0.252. (2) Drug 1: CC12CCC3C(C1CCC2NC(=O)OCC(F)(F)F)CCC4C3(C=CC(=O)N4C)C. Drug 2: C1CC(CCC1OC2=C(C(=CC=C2)Cl)F)(CC3=NC(=CC=C3)NC4=NC=CS4)C(=O)O. Cell line: HT29. Synergy scores: CSS=19.0, Synergy_ZIP=-1.41, Synergy_Bliss=5.71, Synergy_Loewe=2.52, Synergy_HSA=5.00. (3) Drug 1: CC1=C(C=C(C=C1)NC2=NC=CC(=N2)N(C)C3=CC4=NN(C(=C4C=C3)C)C)S(=O)(=O)N.Cl. Drug 2: C1CCN(CC1)CCOC2=CC=C(C=C2)C(=O)C3=C(SC4=C3C=CC(=C4)O)C5=CC=C(C=C5)O. Cell line: SK-MEL-2. Synergy scores: CSS=2.21, Synergy_ZIP=6.46, Synergy_Bliss=10.2, Synergy_Loewe=6.07, Synergy_HSA=6.38. (4) Drug 1: CCC1=CC2CC(C3=C(CN(C2)C1)C4=CC=CC=C4N3)(C5=C(C=C6C(=C5)C78CCN9C7C(C=CC9)(C(C(C8N6C)(C(=O)OC)O)OC(=O)C)CC)OC)C(=O)OC. Drug 2: CNC(=O)C1=NC=CC(=C1)OC2=CC=C(C=C2)NC(=O)NC3=CC(=C(C=C3)Cl)C(F)(F)F. Cell line: HCT116. Synergy scores: CSS=78.4, Synergy_ZIP=4.13, Synergy_Bliss=3.64, Synergy_Loewe=1.16, Synergy_HSA=6.88. (5) Drug 1: CC1C(C(CC(O1)OC2CC(CC3=C2C(=C4C(=C3O)C(=O)C5=C(C4=O)C(=CC=C5)OC)O)(C(=O)C)O)N)O.Cl. Drug 2: CC12CCC3C(C1CCC2OP(=O)(O)O)CCC4=C3C=CC(=C4)OC(=O)N(CCCl)CCCl.[Na+]. Cell line: IGROV1. Synergy scores: CSS=10.7, Synergy_ZIP=-8.66, Synergy_Bliss=-12.5, Synergy_Loewe=-51.0, Synergy_HSA=-10.9. (6) Drug 1: C1=CC=C(C=C1)NC(=O)CCCCCCC(=O)NO. Drug 2: C1=CC=C(C(=C1)C(C2=CC=C(C=C2)Cl)C(Cl)Cl)Cl. Cell line: SN12C. Synergy scores: CSS=21.1, Synergy_ZIP=-11.6, Synergy_Bliss=-9.12, Synergy_Loewe=-33.9, Synergy_HSA=-8.41. (7) Drug 1: CC12CCC3C(C1CCC2=O)CC(=C)C4=CC(=O)C=CC34C. Drug 2: CN1C(=O)N2C=NC(=C2N=N1)C(=O)N. Cell line: NCIH23. Synergy scores: CSS=44.8, Synergy_ZIP=0.737, Synergy_Bliss=-0.926, Synergy_Loewe=-5.64, Synergy_HSA=-2.32. (8) Drug 1: C1=CC(=CC=C1CCCC(=O)O)N(CCCl)CCCl. Drug 2: C1C(C(OC1N2C=C(C(=O)NC2=O)F)CO)O. Cell line: MALME-3M. Synergy scores: CSS=11.1, Synergy_ZIP=-7.01, Synergy_Bliss=-4.19, Synergy_Loewe=-1.35, Synergy_HSA=-0.458. (9) Drug 1: CC1=C2C(C(=O)C3(C(CC4C(C3C(C(C2(C)C)(CC1OC(=O)C(C(C5=CC=CC=C5)NC(=O)OC(C)(C)C)O)O)OC(=O)C6=CC=CC=C6)(CO4)OC(=O)C)OC)C)OC. Drug 2: COC1=C(C=C2C(=C1)N=CN=C2NC3=CC(=C(C=C3)F)Cl)OCCCN4CCOCC4. Cell line: HOP-62. Synergy scores: CSS=58.4, Synergy_ZIP=11.0, Synergy_Bliss=10.8, Synergy_Loewe=13.6, Synergy_HSA=14.3. (10) Drug 1: C1CN1C2=NC(=NC(=N2)N3CC3)N4CC4. Drug 2: C1=CC(=CC=C1CC(C(=O)O)N)N(CCCl)CCCl.Cl. Cell line: M14. Synergy scores: CSS=33.0, Synergy_ZIP=-4.18, Synergy_Bliss=2.73, Synergy_Loewe=0.653, Synergy_HSA=3.67.